The task is: Predict the reaction yield, written as a fraction of the theoretical maximum amount of product (1.0 means a 100% yield; for example, 0.34 means a 34% yield).. This data is from Reaction yield outcomes from USPTO patents with 853,638 reactions. (1) The product is [CH2:8]([O:7][C:5]([O:3][NH:2][C:10](=[O:13])[O:11][CH2:19][CH3:20])=[O:6])[CH3:9]. The yield is 0.820. The reactants are Cl.[NH2:2][OH:3].Cl[C:5]([O:7][CH2:8][CH3:9])=[O:6].[C:10](=[O:13])([O-])[O-:11].[Na+].[Na+].C(O[CH2:19][CH3:20])C. The catalyst is O.C1COCC1. (2) The reactants are O.[OH-].[Li+].[F:4][C:5]([F:32])([F:31])[C:6]1[N:10]2[N:11]=[C:12]([N:15]3[CH2:20][CH2:19][CH:18]([C:21]4[CH:30]=[CH:29][C:24]([C:25]([O:27]C)=[O:26])=[CH:23][CH:22]=4)[CH2:17][CH2:16]3)[CH:13]=[CH:14][C:9]2=[N:8][N:7]=1. The catalyst is CO.O. The product is [F:32][C:5]([F:4])([F:31])[C:6]1[N:10]2[N:11]=[C:12]([N:15]3[CH2:20][CH2:19][CH:18]([C:21]4[CH:30]=[CH:29][C:24]([C:25]([OH:27])=[O:26])=[CH:23][CH:22]=4)[CH2:17][CH2:16]3)[CH:13]=[CH:14][C:9]2=[N:8][N:7]=1. The yield is 0.970.